Predict the reactants needed to synthesize the given product. From a dataset of Full USPTO retrosynthesis dataset with 1.9M reactions from patents (1976-2016). The reactants are: [C:1]([C:3]1[CH:8]=[CH:7][C:6]([NH:9][C:10](=[O:12])[CH3:11])=[C:5]([O:13][C:14]([F:17])([F:16])[F:15])[CH:4]=1)#[N:2].Cl.[NH2:19][OH:20].C([O-])(=O)C.[Na+]. Given the product [OH:20][NH:19][C:1]([C:3]1[CH:8]=[CH:7][C:6]([NH:9][C:10](=[O:12])[CH3:11])=[C:5]([O:13][C:14]([F:15])([F:17])[F:16])[CH:4]=1)=[NH:2], predict the reactants needed to synthesize it.